Dataset: NCI-60 drug combinations with 297,098 pairs across 59 cell lines. Task: Regression. Given two drug SMILES strings and cell line genomic features, predict the synergy score measuring deviation from expected non-interaction effect. Drug 1: CCCS(=O)(=O)NC1=C(C(=C(C=C1)F)C(=O)C2=CNC3=C2C=C(C=N3)C4=CC=C(C=C4)Cl)F. Drug 2: COCCOC1=C(C=C2C(=C1)C(=NC=N2)NC3=CC=CC(=C3)C#C)OCCOC.Cl. Cell line: HOP-92. Synergy scores: CSS=12.3, Synergy_ZIP=1.99, Synergy_Bliss=6.09, Synergy_Loewe=3.94, Synergy_HSA=5.00.